Dataset: NCI-60 drug combinations with 297,098 pairs across 59 cell lines. Task: Regression. Given two drug SMILES strings and cell line genomic features, predict the synergy score measuring deviation from expected non-interaction effect. (1) Drug 1: CC1C(C(=O)NC(C(=O)N2CCCC2C(=O)N(CC(=O)N(C(C(=O)O1)C(C)C)C)C)C(C)C)NC(=O)C3=C4C(=C(C=C3)C)OC5=C(C(=O)C(=C(C5=N4)C(=O)NC6C(OC(=O)C(N(C(=O)CN(C(=O)C7CCCN7C(=O)C(NC6=O)C(C)C)C)C)C(C)C)C)N)C. Drug 2: CN1C2=C(C=C(C=C2)N(CCCl)CCCl)N=C1CCCC(=O)O.Cl. Cell line: SNB-19. Synergy scores: CSS=1.38, Synergy_ZIP=2.93, Synergy_Bliss=5.32, Synergy_Loewe=4.01, Synergy_HSA=3.31. (2) Cell line: HT29. Drug 1: CN(C)C1=NC(=NC(=N1)N(C)C)N(C)C. Synergy scores: CSS=-0.305, Synergy_ZIP=1.27, Synergy_Bliss=4.87, Synergy_Loewe=-2.82, Synergy_HSA=-1.15. Drug 2: COC1=C2C(=CC3=C1OC=C3)C=CC(=O)O2.